This data is from Full USPTO retrosynthesis dataset with 1.9M reactions from patents (1976-2016). The task is: Predict the reactants needed to synthesize the given product. (1) Given the product [F:22][C:23]1[CH:28]=[CH:27][C:26]([O:32][CH3:33])=[C:25]([C:2]2[S:6][C:5]([S:7]([NH:10][C:11]3[CH:16]=[CH:15][CH:14]=[C:13]([C:17]4[NH:21][N:20]=[N:19][N:18]=4)[CH:12]=3)(=[O:9])=[O:8])=[CH:4][CH:3]=2)[CH:24]=1, predict the reactants needed to synthesize it. The reactants are: Br[C:2]1[S:6][C:5]([S:7]([NH:10][C:11]2[CH:16]=[CH:15][CH:14]=[C:13]([C:17]3[NH:21][N:20]=[N:19][N:18]=3)[CH:12]=2)(=[O:9])=[O:8])=[CH:4][CH:3]=1.[F:22][C:23]1[CH:24]=[CH:25][C:26]([O:32][CH3:33])=[C:27](B(O)O)[CH:28]=1.C([O-])(O)=O.[Na+].CCO. (2) Given the product [Cl:28][C:29]1[CH:30]=[C:31]([Cl:37])[N:32]=[CH:33][C:34]=1[CH2:35][NH:4][C:3]1[C:2]([F:1])=[C:8]([O:9][CH3:10])[CH:7]=[C:6]([O:11][CH3:12])[C:5]=1[F:13], predict the reactants needed to synthesize it. The reactants are: [F:1][C:2]1[C:8]([O:9][CH3:10])=[CH:7][C:6]([O:11][CH3:12])=[C:5]([F:13])[C:3]=1[NH2:4].C(O[BH-](OC(=O)C)OC(=O)C)(=O)C.[Na+].[Cl:28][C:29]1[C:34]([CH:35]=O)=[CH:33][N:32]=[C:31]([Cl:37])[CH:30]=1. (3) Given the product [ClH:1].[NH2:14][C@@H:10]1[C:9](=[O:22])[NH:8][C:7]2[CH:6]=[CH:5][CH:4]=[C:3]([Br:2])[C:13]=2[S:12][CH2:11]1, predict the reactants needed to synthesize it. The reactants are: [ClH:1].[Br:2][C:3]1[C:13]2[S:12][CH2:11][C@H:10]([NH:14]C(=O)OC(C)(C)C)[C:9](=[O:22])[NH:8][C:7]=2[CH:6]=[CH:5][CH:4]=1. (4) Given the product [Si:1]([O:8][CH2:9][C@H:10]([C:24]1[S:28][C:27]([CH2:29][NH:30][C:31](=[O:51])[C@H:32]([CH:38]([C:39]2[CH:44]=[CH:43][CH:42]=[CH:41][CH:40]=2)[C:45]2[CH:50]=[CH:49][CH:48]=[CH:47][CH:46]=2)[NH:33][C:34]([O:36][CH3:37])=[O:35])=[CH:26][CH:25]=1)[N:11]([CH2:71][CH:72]([CH3:74])[CH3:73])[S:12]([C:15]1[CH:16]=[CH:17][C:18]([N+:21]([O-:23])=[O:22])=[CH:19][CH:20]=1)(=[O:13])=[O:14])([C:4]([CH3:7])([CH3:5])[CH3:6])([CH3:2])[CH3:3], predict the reactants needed to synthesize it. The reactants are: [Si:1]([O:8][CH2:9][C@H:10]([C:24]1[S:28][C:27]([CH2:29][NH:30][C:31](=[O:51])[C@H:32]([CH:38]([C:45]2[CH:50]=[CH:49][CH:48]=[CH:47][CH:46]=2)[C:39]2[CH:44]=[CH:43][CH:42]=[CH:41][CH:40]=2)[NH:33][C:34]([O:36][CH3:37])=[O:35])=[CH:26][CH:25]=1)[NH:11][S:12]([C:15]1[CH:20]=[CH:19][C:18]([N+:21]([O-:23])=[O:22])=[CH:17][CH:16]=1)(=[O:14])=[O:13])([C:4]([CH3:7])([CH3:6])[CH3:5])([CH3:3])[CH3:2].C1C=CC(P(C2C=CC=CC=2)C2C=CC=CC=2)=CC=1.[CH2:71](O)[CH:72]([CH3:74])[CH3:73].CC(OC(/N=N/C(OC(C)C)=O)=O)C. (5) Given the product [CH:17]([C:20]1[CH:25]=[CH:24][C:23]([S:26]([NH:1][C:2]2[CH:16]=[CH:15][C:5]([CH2:6][CH:7]3[CH2:11][CH2:10][CH2:9][N:8]3[CH2:12][CH2:13][CH3:14])=[CH:4][CH:3]=2)(=[O:28])=[O:27])=[CH:22][CH:21]=1)([CH3:19])[CH3:18], predict the reactants needed to synthesize it. The reactants are: [NH2:1][C:2]1[CH:16]=[CH:15][C:5]([CH2:6][CH:7]2[CH2:11][CH2:10][CH2:9][N:8]2[CH2:12][CH2:13][CH3:14])=[CH:4][CH:3]=1.[CH:17]([C:20]1[CH:25]=[CH:24][C:23]([S:26](Cl)(=[O:28])=[O:27])=[CH:22][CH:21]=1)([CH3:19])[CH3:18].Cl. (6) Given the product [CH:1]1([O:11][C:13]2[N:14]=[C:15]([OH:23])[C:16]3[CH:22]=[CH:21][N:20]=[CH:19][C:17]=3[N:18]=2)[C:10]2[C:5](=[CH:6][CH:7]=[CH:8][CH:9]=2)[CH2:4][CH2:3][CH2:2]1, predict the reactants needed to synthesize it. The reactants are: [CH:1]1([OH:11])[C:10]2[C:5](=[CH:6][CH:7]=[CH:8][CH:9]=2)[CH2:4][CH2:3][CH2:2]1.Cl[C:13]1[N:14]=[C:15]([OH:23])[C:16]2[CH:22]=[CH:21][N:20]=[CH:19][C:17]=2[N:18]=1.